This data is from CYP3A4 inhibition data for predicting drug metabolism from PubChem BioAssay. The task is: Regression/Classification. Given a drug SMILES string, predict its absorption, distribution, metabolism, or excretion properties. Task type varies by dataset: regression for continuous measurements (e.g., permeability, clearance, half-life) or binary classification for categorical outcomes (e.g., BBB penetration, CYP inhibition). Dataset: cyp3a4_veith. The compound is c1ccc2c(NC3CCNCC3)nc(-c3ccoc3)nc2c1. The result is 0 (non-inhibitor).